Dataset: Catalyst prediction with 721,799 reactions and 888 catalyst types from USPTO. Task: Predict which catalyst facilitates the given reaction. (1) Reactant: [NH2:1][C:2]1[S:3][CH:4]=[CH:5][C:6]=1[C:7]([NH2:9])=[O:8].C(=O)([O-])O.[Na+].[F:15][C:16]([F:21])([F:20])[C:17](O)=[O:18].Cl. Product: [F:15][C:16]([F:21])([F:20])[C:17]([NH:1][C:2]1[S:3][CH:4]=[CH:5][C:6]=1[C:7]([NH2:9])=[O:8])=[O:18]. The catalyst class is: 20. (2) Reactant: CN([CH:4]=[O:5])C.O=P(Cl)(Cl)Cl.[CH2:11]([N:18]1[C:30]2[CH:29]=[CH:28][CH:27]=[CH:26][C:25]=2[C:24]2[C:19]1=[CH:20][CH:21]=[CH:22][CH:23]=2)[CH2:12][CH2:13][CH2:14][CH2:15][CH2:16][CH3:17].[C:31]([O-])(=[O:33])C.[Na+]. Product: [CH2:11]([N:18]1[C:30]2[CH:29]=[CH:28][C:27]([CH:31]=[O:33])=[CH:26][C:25]=2[C:24]2[C:19]1=[CH:20][CH:21]=[C:22]([CH:4]=[O:5])[CH:23]=2)[CH2:12][CH2:13][CH2:14][CH2:15][CH2:16][CH3:17]. The catalyst class is: 6. (3) Reactant: [Cl:1][C:2]1[CH:3]=[CH:4][C:5]2[N:11]3[CH:12]=[CH:13][N:14]=[C:10]3[CH:9]([CH2:15][CH2:16][C:17]([OH:19])=O)[O:8][CH:7]([C:20]3[CH:25]=[CH:24][CH:23]=[C:22]([O:26][CH3:27])[C:21]=3[O:28][CH3:29])[C:6]=2[CH:30]=1.Cl.C(N=C=NCCCN(C)C)C.N1([CH2:49][C:50]([O:52][CH2:53][CH3:54])=[O:51])CCNCC1.O.O[N:57]1[C:61]2C=[CH:63][CH:64]=[CH:65][C:60]=2N=N1.Cl. Product: [Cl:1][C:2]1[CH:3]=[CH:4][C:5]2[N:11]3[CH:12]=[CH:13][N:14]=[C:10]3[CH:9]([CH2:15][CH2:16][C:17]([N:57]3[CH2:63][CH2:64][CH:65]([CH2:49][C:50]([O:52][CH2:53][CH3:54])=[O:51])[CH2:60][CH2:61]3)=[O:19])[O:8][CH:7]([C:20]3[CH:25]=[CH:24][CH:23]=[C:22]([O:26][CH3:27])[C:21]=3[O:28][CH3:29])[C:6]=2[CH:30]=1. The catalyst class is: 4. (4) Reactant: C[O:2][C:3]1[C:8]2[C:9]([C:17]3[CH:22]=[CH:21][C:20]([S:23]([NH2:26])(=[O:25])=[O:24])=[CH:19][CH:18]=3)=[N:10][N:11]([CH:12]3[CH2:16][CH2:15][O:14][CH2:13]3)[C:7]=2[CH:6]=[CH:5][N:4]=1.[I-].[Na+].Cl[Si](C)(C)C.O. Product: [O:2]=[C:3]1[C:8]2[C:9]([C:17]3[CH:18]=[CH:19][C:20]([S:23]([NH2:26])(=[O:25])=[O:24])=[CH:21][CH:22]=3)=[N:10][N:11]([CH:12]3[CH2:16][CH2:15][O:14][CH2:13]3)[C:7]=2[CH:6]=[CH:5][NH:4]1. The catalyst class is: 10. (5) Reactant: [Cl:1][C:2]1[CH:7]=[C:6]2[NH:8][C:9](=[O:42])[C@@:10]3([C@H:14]([CH2:15][C:16]([C:19]#[N:20])([CH3:18])[CH3:17])[NH:13][C@@H:12]([C:21]([NH:23][C:24]4[CH:33]=[CH:32][C:27]([C:28]([O:30]C)=[O:29])=[CH:26][CH:25]=4)=[O:22])[C@@H:11]3[C:34]3[CH:39]=[CH:38][CH:37]=[C:36]([Cl:40])[C:35]=3[F:41])[C:5]2=[CH:4][CH:3]=1.[OH-].[Na+]. Product: [Cl:1][C:2]1[CH:7]=[C:6]2[NH:8][C:9](=[O:42])[C@@:10]3([C@H:14]([CH2:15][C:16]([C:19]#[N:20])([CH3:18])[CH3:17])[NH:13][C@@H:12]([C:21]([NH:23][C:24]4[CH:33]=[CH:32][C:27]([C:28]([OH:30])=[O:29])=[CH:26][CH:25]=4)=[O:22])[C@@H:11]3[C:34]3[CH:39]=[CH:38][CH:37]=[C:36]([Cl:40])[C:35]=3[F:41])[C:5]2=[CH:4][CH:3]=1. The catalyst class is: 1. (6) Reactant: [CH:1]([C:4]1[N:5]=[CH:6][S:7][CH:8]=1)([CH3:3])[CH3:2].[Li]CCCC.[CH2:14]([Sn:18](Cl)([CH2:23][CH2:24][CH2:25][CH3:26])[CH2:19][CH2:20][CH2:21][CH3:22])[CH2:15][CH2:16][CH3:17].O. Product: [CH:1]([C:4]1[N:5]=[C:6]([Sn:18]([CH2:19][CH2:20][CH2:21][CH3:22])([CH2:23][CH2:24][CH2:25][CH3:26])[CH2:14][CH2:15][CH2:16][CH3:17])[S:7][CH:8]=1)([CH3:3])[CH3:2]. The catalyst class is: 1.